This data is from Forward reaction prediction with 1.9M reactions from USPTO patents (1976-2016). The task is: Predict the product of the given reaction. (1) Given the reactants [OH:1][CH2:2][CH:3]1[CH2:12][N:7]2[CH2:8][CH2:9][NH:10][CH2:11][CH:6]2[CH2:5][CH2:4]1.Cl[C:14]1[N:19]=[CH:18][CH:17]=[CH:16][N:15]=1.C(=O)([O-])[O-].[Na+].[Na+], predict the reaction product. The product is: [OH:1][CH2:2][CH:3]1[CH2:12][N:7]2[CH2:8][CH2:9][N:10]([C:14]3[N:19]=[CH:18][CH:17]=[CH:16][N:15]=3)[CH2:11][CH:6]2[CH2:5][CH2:4]1. (2) Given the reactants [CH2:1]([O:3][C:4](=[O:35])[CH:5]([C:9]1[C:14]([F:15])=[CH:13][C:12]([O:16][Si](C(C)(C)C)(C2C=CC=CC=2)C2C=CC=CC=2)=[CH:11][C:10]=1[F:34])[O:6][CH2:7][CH3:8])[CH3:2].CCCC[N+](CCCC)(CCCC)CCCC.[F-].O, predict the reaction product. The product is: [CH2:1]([O:3][C:4](=[O:35])[CH:5]([C:9]1[C:14]([F:15])=[CH:13][C:12]([OH:16])=[CH:11][C:10]=1[F:34])[O:6][CH2:7][CH3:8])[CH3:2]. (3) Given the reactants [Br:1][C:2]1[CH:7]=[CH:6][C:5]([OH:8])=[CH:4][C:3]=1[CH3:9].N1C=CN=C1.[C:15]([Si:19]([CH3:22])([CH3:21])Cl)([CH3:18])([CH3:17])[CH3:16].[Cl-].[NH4+], predict the reaction product. The product is: [Br:1][C:2]1[CH:7]=[CH:6][C:5]([O:8][Si:19]([C:15]([CH3:18])([CH3:17])[CH3:16])([CH3:22])[CH3:21])=[CH:4][C:3]=1[CH3:9]. (4) Given the reactants Br[CH2:2][C:3]([O:5][CH2:6][CH3:7])=[O:4].[CH2:8]([NH2:11])[CH:9]=[CH2:10].C([N:14](CC)CC)C.C([O:26][C:27](Cl)=[O:28])C1C=CC=CC=1.[OH-].[Na+], predict the reaction product. The product is: [CH2:6]([O:5][C:3](=[O:4])[CH2:2][NH:11][CH2:8][CH:9]=[CH2:10])[CH3:7].[C:27](=[O:28])([O-:26])[NH2:14]. (5) Given the reactants [C:1]([O:5][C:6]([N:8]1[CH2:12][C@H:11]([OH:13])[C@@H:10]([N:14]=[N+:15]=[N-:16])[CH2:9]1)=[O:7])([CH3:4])([CH3:3])[CH3:2].I[CH3:18], predict the reaction product. The product is: [C:1]([O:5][C:6]([N:8]1[CH2:12][C@H:11]([O:13][CH3:18])[C@@H:10]([N:14]=[N+:15]=[N-:16])[CH2:9]1)=[O:7])([CH3:4])([CH3:2])[CH3:3]. (6) Given the reactants [CH2:1]=[C:2]1[O:6][C:4](=[O:5])[CH2:3]1.Cl.C(O[C:11](=O)[CH2:12][NH2:13])C.[C:15]([O-:18])(O)=[O:16].[Na+].[C:20]1(C)C=CC=CC=1, predict the reaction product. The product is: [C:15]([O:18][CH2:11][CH2:12][NH:13][C:4](=[O:5])[CH2:3][C:2](=[O:6])[CH3:1])(=[O:16])[CH3:20]. (7) Given the reactants [Cl:1][C:2]1[CH:7]=[C:6](Cl)[N:5]=[CH:4][N:3]=1.C[Si](C)(C)[C:11]#[C:12][CH3:13].[F-].C([N+](CCCC)(CCCC)CCCC)CCC.C(N(CC)CC)C, predict the reaction product. The product is: [Cl:1][C:2]1[CH:7]=[C:6]([C:11]#[C:12][CH3:13])[N:5]=[CH:4][N:3]=1. (8) Given the reactants [CH2:1]([O:8][C:9]1[N:14]=[C:13]([NH:15][C:16]2[CH:21]=[CH:20][C:19]([C:22]3[N:23]=[C:24]([N:32]4[CH2:37][CH2:36][O:35][CH2:34][C@@H:33]4[CH3:38])[C:25]4[CH2:31][CH2:30][NH:29][CH2:28][C:26]=4[N:27]=3)=[CH:18][CH:17]=2)[CH:12]=[CH:11][CH:10]=1)[C:2]1[CH:7]=[CH:6][CH:5]=[CH:4][CH:3]=1.F[B-](F)(F)F.N1([O:53][C:54](N(C)C)=[N+](C)C)C2C=CC=CC=2N=N1.C(O)=O.CN(C)C=O.C(N(CC)C(C)C)(C)C, predict the reaction product. The product is: [CH2:1]([O:8][C:9]1[N:14]=[C:13]([NH:15][C:16]2[CH:17]=[CH:18][C:19]([C:22]3[N:23]=[C:24]([N:32]4[CH2:37][CH2:36][O:35][CH2:34][C@@H:33]4[CH3:38])[C:25]4[CH2:31][CH2:30][N:29]([CH:54]=[O:53])[CH2:28][C:26]=4[N:27]=3)=[CH:20][CH:21]=2)[CH:12]=[CH:11][CH:10]=1)[C:2]1[CH:3]=[CH:4][CH:5]=[CH:6][CH:7]=1. (9) Given the reactants [CH3:1][C:2]1[N:7]=[C:6]([C:8]2[CH:13]=[CH:12][N:11]=[C:10]([C:14]3[CH:15]=[C:16]([S:20](Cl)(=[O:22])=[O:21])[CH:17]=[CH:18][CH:19]=3)[CH:9]=2)[CH:5]=[C:4]([C:24]2[CH:29]=[CH:28][C:27]([C:30]([F:33])([F:32])[F:31])=[CH:26][CH:25]=2)[CH:3]=1.[NH2:34][C:35]([CH3:39])([CH3:38])[CH2:36][OH:37], predict the reaction product. The product is: [OH:37][CH2:36][C:35]([NH:34][S:20]([C:16]1[CH:17]=[CH:18][CH:19]=[C:14]([C:10]2[CH:9]=[C:8]([C:6]3[CH:5]=[C:4]([C:24]4[CH:29]=[CH:28][C:27]([C:30]([F:33])([F:31])[F:32])=[CH:26][CH:25]=4)[CH:3]=[C:2]([CH3:1])[N:7]=3)[CH:13]=[CH:12][N:11]=2)[CH:15]=1)(=[O:21])=[O:22])([CH3:39])[CH3:38]. (10) The product is: [CH2:1]([CH:4]([CH2:7][CH2:8][CH2:9][CH2:10][CH3:11])[CH:5]=[O:6])[CH2:2][CH3:3]. Given the reactants [CH2:1]([C:4](=[CH:7][CH2:8][CH2:9][CH2:10][CH3:11])[CH:5]=[O:6])[CH2:2][CH3:3], predict the reaction product.